Dataset: Peptide-MHC class I binding affinity with 185,985 pairs from IEDB/IMGT. Task: Regression. Given a peptide amino acid sequence and an MHC pseudo amino acid sequence, predict their binding affinity value. This is MHC class I binding data. (1) The binding affinity (normalized) is 0.0847. The MHC is HLA-A25:01 with pseudo-sequence HLA-A25:01. The peptide sequence is YLAKLFLDH. (2) The peptide sequence is CYDLMSFLE. The MHC is HLA-B58:01 with pseudo-sequence HLA-B58:01. The binding affinity (normalized) is 0.0847. (3) The peptide sequence is SVFQMYTRI. The binding affinity (normalized) is 0.666. The MHC is H-2-Kb with pseudo-sequence H-2-Kb. (4) The peptide sequence is QEGKPLEATVI. The MHC is Mamu-B01 with pseudo-sequence Mamu-B01. The binding affinity (normalized) is 0. (5) The peptide sequence is TTIEDILPK. The MHC is HLA-B08:01 with pseudo-sequence HLA-B08:01. The binding affinity (normalized) is 0.0847. (6) The peptide sequence is TVRLPIHV. The MHC is H-2-Db with pseudo-sequence H-2-Db. The binding affinity (normalized) is 0. (7) The peptide sequence is QSSINISGY. The MHC is HLA-B15:01 with pseudo-sequence HLA-B15:01. The binding affinity (normalized) is 0.442. (8) The peptide sequence is MMMNWSPTTA. The MHC is HLA-A68:02 with pseudo-sequence HLA-A68:02. The binding affinity (normalized) is 0.349.